Task: Predict the reaction yield, written as a fraction of the theoretical maximum amount of product (1.0 means a 100% yield; for example, 0.34 means a 34% yield).. Dataset: Reaction yield outcomes from USPTO patents with 853,638 reactions (1) The reactants are Cl.[CH3:2][C:3]1[C:7]([CH2:8][N:9]2[CH:13]=[C:12]([NH2:14])[CH:11]=[N:10]2)=[C:6]([CH3:15])[O:5][N:4]=1.[N:16]([CH:19]([CH:25]([CH3:27])[CH3:26])[C:20](OCC)=[O:21])=[C:17]=[O:18]. No catalyst specified. The product is [CH3:2][C:3]1[C:7]([CH2:8][N:9]2[CH:13]=[C:12]([N:14]3[C:20](=[O:21])[CH:19]([CH:25]([CH3:27])[CH3:26])[NH:16][C:17]3=[O:18])[CH:11]=[N:10]2)=[C:6]([CH3:15])[O:5][N:4]=1. The yield is 0.300. (2) The reactants are Cl[C:2](Cl)(Cl)[C:3](=N)[O:4][C:5]([CH3:8])([CH3:7])[CH3:6].B(F)(F)F.CCOCC.[Cl:21][C:22]1[CH:27]=[CH:26][C:25]([C:28]2[N:29]=C(CO)[C:31]([C:41]([O:43][CH2:44][CH3:45])=[O:42])=[N:32][C:33]=2[C:34]2[CH:39]=[CH:38][C:37]([Cl:40])=[CH:36][CH:35]=2)=[CH:24][CH:23]=1.C(OCC)(=O)C. The catalyst is C(Cl)Cl.C1CCCCC1. The product is [C:5]([O:4][CH2:3][C:2]1[C:31]([C:41]([O:43][CH2:44][CH3:45])=[O:42])=[N:32][C:33]([C:34]2[CH:39]=[CH:38][C:37]([Cl:40])=[CH:36][CH:35]=2)=[C:28]([C:25]2[CH:24]=[CH:23][C:22]([Cl:21])=[CH:27][CH:26]=2)[N:29]=1)([CH3:8])([CH3:7])[CH3:6]. The yield is 0.390. (3) The reactants are [C:1]([C:5]1[CH:12]=[CH:11][C:8]([CH:9]=O)=[CH:7][CH:6]=1)([CH3:4])([CH3:3])[CH3:2].[Cl:13][C:14]1[CH:19]=[CH:18][CH:17]=[C:16]([Cl:20])[C:15]=1[CH2:21][CH2:22][NH2:23].[BH4-].[Na+]. The catalyst is CO.Cl. The product is [C:1]([C:5]1[CH:12]=[CH:11][C:8]([CH2:9][NH:23][CH2:22][CH2:21][C:15]2[C:16]([Cl:20])=[CH:17][CH:18]=[CH:19][C:14]=2[Cl:13])=[CH:7][CH:6]=1)([CH3:4])([CH3:3])[CH3:2]. The yield is 0.950. (4) The reactants are Cl.[NH:2]1[CH2:7][CH2:6][CH2:5][CH:4]([O:8][C:9]2[N:14]=[CH:13][CH:12]=[CH:11][N:10]=2)[CH2:3]1.C(N(C(C)C)CC)(C)C.[Cl:24][C:25]1[CH:30]=[C:29]([Cl:31])[CH:28]=[CH:27][C:26]=1[CH2:32][N:33]=[C:34]=[O:35]. No catalyst specified. The product is [Cl:24][C:25]1[CH:30]=[C:29]([Cl:31])[CH:28]=[CH:27][C:26]=1[CH2:32][NH:33][C:34]([N:2]1[CH2:7][CH2:6][CH2:5][CH:4]([O:8][C:9]2[N:10]=[CH:11][CH:12]=[CH:13][N:14]=2)[CH2:3]1)=[O:35]. The yield is 0.609. (5) The reactants are S(Cl)([Cl:3])=O.O[CH2:6][C:7]1[CH:8]=[N:9][CH:10]=[C:11]([CH:14]=1)[C:12]#[N:13].C([O-])(O)=O.[Na+]. The catalyst is C(Cl)Cl. The product is [Cl:3][CH2:6][C:7]1[CH:8]=[N:9][CH:10]=[C:11]([CH:14]=1)[C:12]#[N:13]. The yield is 0.0960. (6) The reactants are [Si](C=[N+]=[N-])(C)(C)[CH3:2].[CH:8]1[C:13]([C:14]2[CH:15]=[CH:16][C:17]([F:21])=[CH:18][C:19]=2[F:20])=[CH:12][C:11]([C:22]([OH:24])=[O:23])=[C:10]([OH:25])[CH:9]=1. The catalyst is CO. The product is [CH3:2][O:23][C:22]([C:11]1[CH:12]=[C:13]([C:14]2[CH:15]=[CH:16][C:17]([F:21])=[CH:18][C:19]=2[F:20])[CH:8]=[CH:9][C:10]=1[OH:25])=[O:24]. The yield is 0.710.